This data is from Reaction yield outcomes from USPTO patents with 853,638 reactions. The task is: Predict the reaction yield, written as a fraction of the theoretical maximum amount of product (1.0 means a 100% yield; for example, 0.34 means a 34% yield). (1) The yield is 0.950. The catalyst is CO.[Pd]. The product is [NH2:1][C@@H:2]([C:13]([NH:15][C@H:16]([C:27]([O:29][C:30]([CH3:32])([CH3:33])[CH3:31])=[O:28])[CH2:17][CH2:18][CH2:19][CH2:20][NH:21][C:27]([O:29][C:30]([CH3:33])([CH3:32])[CH3:31])=[O:28])=[O:14])[CH2:3][C:4]1[C:12]2[C:7](=[CH:8][CH:9]=[CH:10][CH:11]=2)[NH:6][CH:5]=1. The reactants are [NH:1](C(OCC1C=CC=CC=1)=O)[C@@H:2]([C:13]([NH:15][C@H:16]([C:27]([O:29][C:30]([CH3:33])([CH3:32])[CH3:31])=[O:28])[CH2:17][CH2:18][CH2:19][CH2:20][NH:21]OC(C)(C)C)=[O:14])[CH2:3][C:4]1[C:12]2[C:7](=[CH:8][CH:9]=[CH:10][CH:11]=2)[NH:6][CH:5]=1. (2) The reactants are C[O:2][C:3]([C:5]1[CH:10]=[CH:9][C:8]([C:11]2[CH:16]=[C:15]([Cl:17])[C:14]([CH2:18][C@@H:19]3[CH2:23][CH2:22][N:21]([CH:24]4[CH2:29][CH2:28][O:27][CH2:26][CH2:25]4)[C:20]3=[O:30])=[C:13]([Cl:31])[CH:12]=2)=[CH:7][CH:6]=1)=[O:4].[OH-].[Na+]. The catalyst is CO. The product is [Cl:17][C:15]1[CH:16]=[C:11]([C:8]2[CH:7]=[CH:6][C:5]([C:3]([OH:4])=[O:2])=[CH:10][CH:9]=2)[CH:12]=[C:13]([Cl:31])[C:14]=1[CH2:18][C@@H:19]1[CH2:23][CH2:22][N:21]([CH:24]2[CH2:25][CH2:26][O:27][CH2:28][CH2:29]2)[C:20]1=[O:30]. The yield is 1.00. (3) The yield is 0.480. The product is [CH3:1][O:2][C@@H:3]1[C@H:10]([O:11][CH2:22][CH2:21][P:23](=[O:30])([O:27][CH2:28][CH3:29])[O:24][CH2:25][CH3:26])[CH2:9][CH2:8][C@@:5]2([O:7][CH2:6]2)[C@H:4]1[C@:12]1([CH3:20])[C@@H:14]([CH2:15][CH:16]=[C:17]([CH3:19])[CH3:18])[O:13]1. The catalyst is CN(C=O)C. The reactants are [CH3:1][O:2][C@@H:3]1[C@H:10]([OH:11])[CH2:9][CH2:8][C@@:5]2([O:7][CH2:6]2)[C@H:4]1[C@:12]1([CH3:20])[C@@H:14]([CH2:15][CH:16]=[C:17]([CH3:19])[CH3:18])[O:13]1.[CH:21]([P:23](=[O:30])([O:27][CH2:28][CH3:29])[O:24][CH2:25][CH3:26])=[CH2:22].[OH-].[K+]. (4) The reactants are [CH2:1]([O:8][CH2:9][C:10]#[C:11][CH2:12][C@H:13]([OH:23])[CH2:14][O:15][C:16]1[CH:21]=[CH:20][C:19]([F:22])=[CH:18][CH:17]=1)[C:2]1[CH:7]=[CH:6][CH:5]=[CH:4][CH:3]=1.C(N(C(C)C)C(C)C)C.[CH3:33][O:34][CH2:35][CH2:36][O:37][CH2:38]Cl. The catalyst is C(Cl)Cl. The product is [CH2:1]([O:8][CH2:9][C:10]#[C:11][CH2:12][C@H:13]([O:23][CH2:33][O:34][CH2:35][CH2:36][O:37][CH3:38])[CH2:14][O:15][C:16]1[CH:17]=[CH:18][C:19]([F:22])=[CH:20][CH:21]=1)[C:2]1[CH:7]=[CH:6][CH:5]=[CH:4][CH:3]=1. The yield is 0.850. (5) The reactants are [C:1]([C:5]1[N:9]([CH3:10])[N:8]([CH2:11][CH:12]2[CH2:15][CH2:14][CH2:13]2)[C:7](=[NH:16])[CH:6]=1)([CH3:4])([CH3:3])[CH3:2].[F:17][C:18]1[CH:26]=[CH:25][C:24]([S:27](=[O:30])(=[O:29])[NH2:28])=[CH:23][C:19]=1[C:20](O)=[O:21].CCN(CC)CC.C(P(=O)(OCC)OCC)#N. The catalyst is C1COCC1. The product is [NH2:28][S:27]([C:24]1[CH:25]=[CH:26][C:18]([F:17])=[C:19]([CH:23]=1)[C:20](/[N:16]=[C:7]1/[N:8]([CH2:11][CH:12]2[CH2:13][CH2:14][CH2:15]2)[N:9]([CH3:10])[C:5]([C:1]([CH3:4])([CH3:2])[CH3:3])=[CH:6]/1)=[O:21])(=[O:30])=[O:29]. The yield is 0.320. (6) The reactants are [F:1][C:2]([F:13])([F:12])[C:3]1[CH:11]=[C:10]2[C:6]([CH:7]=[CH:8][NH:9]2)=[CH:5][CH:4]=1.[F:14][C:15]([F:26])([F:25])[C:16](O[C:16](=[O:17])[C:15]([F:26])([F:25])[F:14])=[O:17].O. The catalyst is O1CCCC1. The product is [F:14][C:15]([F:26])([F:25])[C:16]([C:7]1[C:6]2[C:10](=[CH:11][C:3]([C:2]([F:1])([F:12])[F:13])=[CH:4][CH:5]=2)[NH:9][CH:8]=1)=[O:17]. The yield is 0.830.